This data is from Reaction yield outcomes from USPTO patents with 853,638 reactions. The task is: Predict the reaction yield, written as a fraction of the theoretical maximum amount of product (1.0 means a 100% yield; for example, 0.34 means a 34% yield). The catalyst is O. The reactants are [O:1]=[C:2]1[C:10]2[NH:9][CH:8]=[C:7]([C:11]([O:13][CH3:14])=[O:12])[C:6]=2[CH2:5][CH2:4][CH2:3]1.[CH3:15]N(C=O)C.CI. The yield is 0.950. The product is [CH3:15][N:9]1[C:10]2[C:2](=[O:1])[CH2:3][CH2:4][CH2:5][C:6]=2[C:7]([C:11]([O:13][CH3:14])=[O:12])=[CH:8]1.